From a dataset of Full USPTO retrosynthesis dataset with 1.9M reactions from patents (1976-2016). Predict the reactants needed to synthesize the given product. (1) Given the product [CH3:28][O:27][C:24]1[N:23]=[CH:22][C:21]([C:18]2[CH:19]=[C:20]3[C:15](=[CH:16][CH:17]=2)[N:14]=[CH:13][N:12]=[C:11]3[C:7]2[CH:6]=[C:5]([CH:10]=[CH:9][CH:8]=2)[C:4]([OH:29])=[O:3])=[CH:26][CH:25]=1, predict the reactants needed to synthesize it. The reactants are: C([O:3][C:4](=[O:29])[C:5]1[CH:10]=[CH:9][CH:8]=[C:7]([C:11]2[C:20]3[C:15](=[CH:16][CH:17]=[C:18]([C:21]4[CH:22]=[N:23][C:24]([O:27][CH3:28])=[CH:25][CH:26]=4)[CH:19]=3)[N:14]=[CH:13][N:12]=2)[CH:6]=1)C.O[Li].O. (2) Given the product [F:8][C:9]1[CH:16]=[C:15]([F:17])[CH:14]=[C:13]([F:18])[C:10]=1[CH2:11][NH:1][C:2]1[CH:7]=[CH:6][CH:5]=[CH:4][CH:3]=1, predict the reactants needed to synthesize it. The reactants are: [NH2:1][C:2]1[CH:7]=[CH:6][CH:5]=[CH:4][CH:3]=1.[F:8][C:9]1[CH:16]=[C:15]([F:17])[CH:14]=[C:13]([F:18])[C:10]=1[CH:11]=O.C(O)(=O)C.C(O[BH-](OC(=O)C)OC(=O)C)(=O)C.[Na+].[OH-].[Na+]. (3) Given the product [CH3:23][S:20]([C:17]1[CH:18]=[CH:19][C:14]([N:9]2[CH:10]=[CH:11][C:12](=[O:13])[C:7]([C:5]3[N:31]([C:25]4[CH:30]=[CH:29][CH:28]=[CH:27][CH:26]=4)[N:2]=[CH:3][CH:4]=3)=[N:8]2)=[CH:15][CH:16]=1)(=[O:22])=[O:21], predict the reactants needed to synthesize it. The reactants are: C[N:2](C)/[CH:3]=[CH:4]/[C:5]([C:7]1[C:12](=[O:13])[CH:11]=[CH:10][N:9]([C:14]2[CH:19]=[CH:18][C:17]([S:20]([CH3:23])(=[O:22])=[O:21])=[CH:16][CH:15]=2)[N:8]=1)=O.[C:25]1([NH:31]N)[CH:30]=[CH:29][CH:28]=[CH:27][CH:26]=1.